Dataset: Full USPTO retrosynthesis dataset with 1.9M reactions from patents (1976-2016). Task: Predict the reactants needed to synthesize the given product. (1) Given the product [C:39]([N:36]1[CH2:37][CH2:38][CH:33]([O:32][C:5]2[CH:4]=[CH:3][C:2]([Br:1])=[CH:7][C:6]=2[CH:8]2[CH2:13][C:12](=[O:14])[NH:11][CH:10]([C:15]3[CH:20]=[CH:19][CH:18]=[C:17]([Cl:21])[CH:16]=3)[C:9]32[C:29]2[C:24](=[CH:25][C:26]([Cl:30])=[CH:27][CH:28]=2)[NH:23][C:22]3=[O:31])[CH2:34][CH2:35]1)(=[O:41])[CH3:40], predict the reactants needed to synthesize it. The reactants are: [Br:1][C:2]1[CH:3]=[CH:4][C:5]([O:32][CH:33]2[CH2:38][CH2:37][NH:36][CH2:35][CH2:34]2)=[C:6]([CH:8]2[CH2:13][C:12](=[O:14])[NH:11][CH:10]([C:15]3[CH:20]=[CH:19][CH:18]=[C:17]([Cl:21])[CH:16]=3)[C:9]32[C:29]2[C:24](=[CH:25][C:26]([Cl:30])=[CH:27][CH:28]=2)[NH:23][C:22]3=[O:31])[CH:7]=1.[C:39](Cl)(=[O:41])[CH3:40].C(N(CC)CC)C. (2) Given the product [CH2:1]([O:4][C:5]([N:7]1[CH2:11][C:10](=[O:12])[CH2:9][C@H:8]1[C:13]([OH:15])=[O:14])=[O:6])[CH:2]=[CH2:3], predict the reactants needed to synthesize it. The reactants are: [CH2:1]([O:4][C:5]([N:7]1[CH2:11][C@@H:10]([OH:12])[CH2:9][C@H:8]1[C:13]([OH:15])=[O:14])=[O:6])[CH:2]=[CH2:3].OS(O)(=O)=O.O. (3) The reactants are: Cl[C:2]1[N:3]=[N:4][C:5]([O:8][CH3:9])=[CH:6][CH:7]=1.[C:10]1(B(O)O)[CH:15]=[CH:14][CH:13]=[CH:12][CH:11]=1.C(=O)([O-])[O-].[Na+].[Na+]. Given the product [CH3:9][O:8][C:5]1[N:4]=[N:3][C:2]([C:10]2[CH:15]=[CH:14][CH:13]=[CH:12][CH:11]=2)=[CH:7][CH:6]=1, predict the reactants needed to synthesize it. (4) Given the product [Cl:48][C:46]1[C:45]([CH2:49][C:50]2[CH:51]=[CH:52][C:53]([CH2:56][CH3:57])=[CH:54][CH:55]=2)=[CH:44][C:43]2[C@@:10]3([C:40](=[O:58])[O:41][C:42]=2[CH:47]=1)[C@H:9]([OH:8])[C@@H:14]([OH:15])[C@H:13]([OH:23])[C@@H:12]([CH2:31][OH:32])[O:11]3, predict the reactants needed to synthesize it. The reactants are: C([O:8][C@@H:9]1[C@@H:14]([O:15]CC2C=CC=CC=2)[C@H:13]([O:23]CC2C=CC=CC=2)[C@@H:12]([CH2:31][O:32]CC2C=CC=CC=2)[O:11][C@:10]21[C:43]1[CH:44]=[C:45]([CH2:49][C:50]3[CH:55]=[CH:54][C:53]([CH2:56][CH3:57])=[CH:52][CH:51]=3)[C:46]([Cl:48])=[CH:47][C:42]=1[O:41][C:40]2=[O:58])C1C=CC=CC=1.ClC1C=CC=CC=1Cl.[H][H]. (5) Given the product [NH2:10][C:3]1[CH:4]=[C:5]([CH:8]=[CH:9][C:2]=1[Cl:1])[C:6]#[N:7], predict the reactants needed to synthesize it. The reactants are: [Cl:1][C:2]1[CH:9]=[CH:8][C:5]([C:6]#[N:7])=[CH:4][C:3]=1[N+:10]([O-])=O.O.O.[Sn](Cl)(Cl)(Cl)Cl. (6) Given the product [NH2:9][C:8]1[C:7]2[C:6]([C:10]3[CH:15]=[CH:14][C:13]([O:16][C:17]4[CH:22]=[CH:21][CH:20]=[CH:19][CH:18]=4)=[CH:12][CH:11]=3)=[N:5][C:4]([CH:23]3[CH2:28][CH2:27][N:26]([C:29]([O:31][CH2:32][C:33]4[CH:38]=[CH:37][CH:36]=[CH:35][CH:34]=4)=[O:30])[CH2:25][CH2:24]3)=[CH:3][C:2]=2[NH:41][N:40]=1, predict the reactants needed to synthesize it. The reactants are: Cl[C:2]1[C:7]([C:8]#[N:9])=[C:6]([C:10]2[CH:15]=[CH:14][C:13]([O:16][C:17]3[CH:22]=[CH:21][CH:20]=[CH:19][CH:18]=3)=[CH:12][CH:11]=2)[N:5]=[C:4]([CH:23]2[CH2:28][CH2:27][N:26]([C:29]([O:31][CH2:32][C:33]3[CH:38]=[CH:37][CH:36]=[CH:35][CH:34]=3)=[O:30])[CH2:25][CH2:24]2)[CH:3]=1.O.[NH2:40][NH2:41]. (7) Given the product [OH:14][C:9]1[CH:10]=[CH:11][CH:12]=[CH:13][C:8]=1[C:6]1[N:22]([CH2:23][CH2:24][C:25]2[CH:30]=[CH:29][C:28]([OH:31])=[CH:27][CH:26]=2)[C:2](=[O:7])[C:3]2[C:4](=[CH:18][CH:19]=[CH:20][CH:21]=2)[N:5]=1, predict the reactants needed to synthesize it. The reactants are: O=[C:2]1[O:7][C:6]([C:8]2[CH:13]=[CH:12][CH:11]=[CH:10][C:9]=2[O:14]C(=O)C)=[N:5][C:4]2[CH:18]=[CH:19][CH:20]=[CH:21][C:3]1=2.[NH2:22][CH2:23][CH2:24][C:25]1[CH:30]=[CH:29][C:28]([OH:31])=[CH:27][CH:26]=1. (8) Given the product [Cl:15][C:16]1[CH:22]=[C:21]([Cl:23])[C:20]([Cl:24])=[CH:19][C:17]=1[NH:18][C:9]([C:4]1[CH:3]=[CH:2][NH:1][N:5]=1)=[O:10], predict the reactants needed to synthesize it. The reactants are: [N:1]1[N:5]2[C:9](=[O:10])[C:4]3[N:5]([N:1]=[CH:2][CH:3]=3)[C:9](=[O:10])[C:4]2=[CH:3][CH:2]=1.[Cl:15][C:16]1[CH:22]=[C:21]([Cl:23])[C:20]([Cl:24])=[CH:19][C:17]=1[NH2:18]. (9) Given the product [NH:1]([CH2:12][CH:14]([CH2:24][C:25]1[CH:26]=[CH:27][C:28]([C:8]([O:11][CH3:35])=[O:10])=[CH:29][CH:30]=1)[CH2:15][CH2:16][CH2:17][CH2:18][C:19]([O:21][CH3:22])=[O:20])[C:2]1[CH:7]=[CH:6][CH:5]=[CH:4][CH:3]=1, predict the reactants needed to synthesize it. The reactants are: [NH2:1][C:2]1[CH:7]=[CH:6][CH:5]=[CH:4][CH:3]=1.[C:8]([OH:11])(=[O:10])C.[CH:12]([CH:14]([CH2:24][CH:25]1[CH:30]=[CH:29][C:28](OC)=[CH:27][C:26]1=C=O)[CH2:15][CH2:16][CH2:17][CH2:18][C:19]([O:21][CH2:22]C)=[O:20])=O.[C:35](O[BH-](OC(=O)C)OC(=O)C)(=O)C.[Na+]. (10) Given the product [F:25][C:18]1[CH:19]=[C:20]([CH3:24])[C:21]([F:23])=[CH:22][C:17]=1[CH2:16][O:15][C:12]1[C:11]([C:26]([NH2:27])=[O:28])=[C:10]([NH:9][C:8]([NH:30][CH2:31][CH2:32][CH2:33][CH2:34][N:35]2[CH2:39][CH:38]([OH:40])[CH:37]([OH:41])[CH2:36]2)=[O:29])[S:14][N:13]=1, predict the reactants needed to synthesize it. The reactants are: C1(O[C:8](=[O:29])[NH:9][C:10]2[S:14][N:13]=[C:12]([O:15][CH2:16][C:17]3[CH:22]=[C:21]([F:23])[C:20]([CH3:24])=[CH:19][C:18]=3[F:25])[C:11]=2[C:26](=[O:28])[NH2:27])C=CC=CC=1.[NH2:30][CH2:31][CH2:32][CH2:33][CH2:34][N:35]1[CH2:39][CH:38]([OH:40])[CH:37]([OH:41])[CH2:36]1.